This data is from Forward reaction prediction with 1.9M reactions from USPTO patents (1976-2016). The task is: Predict the product of the given reaction. (1) Given the reactants [CH3:1][N:2]1[CH2:7][CH2:6][N:5]([C@H:8]2[CH2:13][CH2:12][CH2:11][C@H:10]([N:14]3[C:18]4[N:19]=[CH:20][N:21]=[C:22]([NH2:23])[C:17]=4[C:16]([C:24]4[CH:29]=[CH:28][C:27]([O:30][C:31]5[CH:36]=[CH:35][CH:34]=[CH:33][CH:32]=5)=[CH:26][CH:25]=4)=[CH:15]3)[CH2:9]2)[CH2:4][CH2:3]1.[C:37]([OH:44])(=[O:43])/[CH:38]=[CH:39]\[C:40]([OH:42])=[O:41], predict the reaction product. The product is: [C:37]([OH:44])(=[O:43])/[CH:38]=[CH:39]\[C:40]([OH:42])=[O:41].[C:37]([OH:44])(=[O:43])/[CH:38]=[CH:39]\[C:40]([OH:42])=[O:41].[C:37]([OH:44])(=[O:43])/[CH:38]=[CH:39]\[C:40]([OH:42])=[O:41].[CH3:1][N:2]1[CH2:3][CH2:4][N:5]([C@H:8]2[CH2:13][CH2:12][CH2:11][C@H:10]([N:14]3[C:18]4[N:19]=[CH:20][N:21]=[C:22]([NH2:23])[C:17]=4[C:16]([C:24]4[CH:29]=[CH:28][C:27]([O:30][C:31]5[CH:36]=[CH:35][CH:34]=[CH:33][CH:32]=5)=[CH:26][CH:25]=4)=[CH:15]3)[CH2:9]2)[CH2:6][CH2:7]1. (2) Given the reactants [CH3:1][O:2][C:3]1[CH:8]=[CH:7][C:6]([CH2:9][C:10]([OH:12])=O)=[CH:5][CH:4]=1.S(Cl)(Cl)=O.[NH3:17], predict the reaction product. The product is: [CH3:1][O:2][C:3]1[CH:8]=[CH:7][C:6]([CH2:9][C:10]([NH2:17])=[O:12])=[CH:5][CH:4]=1. (3) Given the reactants [C:1]([OH:10])(=[O:9])[C:2]1[C:3](=[CH:5][CH:6]=[CH:7][CH:8]=1)[NH2:4].[C:11](Cl)(=[O:14])[CH2:12][CH3:13].O, predict the reaction product. The product is: [C:11]([NH:4][C:3]1[C:2](=[CH:8][CH:7]=[CH:6][CH:5]=1)[C:1]([OH:10])=[O:9])(=[O:14])[CH2:12][CH3:13].